Dataset: Catalyst prediction with 721,799 reactions and 888 catalyst types from USPTO. Task: Predict which catalyst facilitates the given reaction. (1) Reactant: [O:1]1[CH2:6][C:5](=O)[CH2:4][C:3](=[O:8])[CH2:2]1.[F:9][C:10]1[CH:17]=[CH:16][C:13]([CH:14]=O)=[CH:12][C:11]=1[I:18].[NH2:19]/[C:20](/[CH3:26])=[CH:21]\[C:22]([O:24][CH3:25])=[O:23]. Product: [F:9][C:10]1[CH:17]=[CH:16][C:13]([CH:14]2[C:21]([C:22]([O:24][CH3:25])=[O:23])=[C:20]([CH3:26])[NH:19][C:5]3[CH2:6][O:1][CH2:2][C:3](=[O:8])[C:4]2=3)=[CH:12][C:11]=1[I:18]. The catalyst class is: 5. (2) Reactant: [O:1]=[C:2]1[C:7]([C:8]([NH:10][CH2:11][CH2:12][C:13](OCC)=O)=[O:9])=[CH:6][C:5]([C:18]2[CH:23]=[CH:22][N:21]=[CH:20][CH:19]=2)=[N:4][NH:3]1.O=C1C(C(O)=O)=CC(C2C=CN=CC=2)=NN1.ON1C2C=CC=CC=2N=N1.[O:50]1[CH2:55][CH2:54][N:53]([C:56]2[CH:63]=CC(CN)=[CH:58][CH:57]=2)[CH2:52][CH2:51]1.C(N(CC)C(C)C)(C)C.F[P-](F)(F)(F)(F)F.N1(OC(N(C)C)=[N+](C)C)C2N=CC=CC=2N=N1. Product: [N:53]1([C:56]2[CH:63]=[CH:13][C:12]([CH2:11][NH:10][C:8]([C:7]3[C:2](=[O:1])[NH:3][N:4]=[C:5]([C:18]4[CH:19]=[CH:20][N:21]=[CH:22][CH:23]=4)[CH:6]=3)=[O:9])=[CH:58][CH:57]=2)[CH2:54][CH2:55][O:50][CH2:51][CH2:52]1. The catalyst class is: 9. (3) Reactant: [CH3:1][N:2]([C:13](=[O:22])[CH2:14][CH2:15][C:16]1[CH:21]=[CH:20][CH:19]=[CH:18][CH:17]=1)[C:3]1[CH:12]=[CH:11][C:6]([C:7](OC)=[O:8])=[CH:5][CH:4]=1.O.[NH2:24][NH2:25]. Product: [NH:24]([C:7]([C:6]1[CH:11]=[CH:12][C:3]([N:2]([CH3:1])[C:13](=[O:22])[CH2:14][CH2:15][C:16]2[CH:21]=[CH:20][CH:19]=[CH:18][CH:17]=2)=[CH:4][CH:5]=1)=[O:8])[NH2:25]. The catalyst class is: 14. (4) Reactant: CC(C)([O-])C.[K+].[F:7][C@H:8]1[C@@H:13]([O:14][C:15]2[CH:22]=[CH:21][C:20]([C:23]3[N:28]=[C:27]([NH:29][C:30]4[CH:35]=[CH:34][C:33]([N:36]5[CH2:41][CH2:40][N:39]([CH:42]6[CH2:45][O:44][CH2:43]6)[CH2:38][CH2:37]5)=[CH:32][CH:31]=4)[N:26]=[CH:25][N:24]=3)=[CH:19][C:16]=2[C:17]#[N:18])[CH2:12][CH2:11][O:10][CH2:9]1.F[C@H]1[C@@H](O)CCOC1.FC1C=CC(C2N=C(NC3C=CC(N4CCN(C5COC5)CC4)=CC=3)N=CN=2)=CC=1C#N. Product: [F:7][C@H:8]1[C@@H:13]([O:14][C:15]2[CH:22]=[CH:21][C:20]([C:23]3[N:28]=[C:27]([NH:29][C:30]4[CH:35]=[CH:34][C:33]([N:36]5[CH2:37][CH2:38][N:39]([CH:42]6[CH2:45][O:44][CH2:43]6)[CH2:40][CH2:41]5)=[CH:32][CH:31]=4)[N:26]=[CH:25][N:24]=3)=[CH:19][C:16]=2[C:17]#[N:18])[CH2:12][CH2:11][O:10][CH2:9]1. The catalyst class is: 504. (5) Reactant: C(NC(=O)[C@H](C)C[C@H](O)[C@@H](NC(OC(C)(C)C)=O)C[C@@H](C(C)C)[CH2:13][C:14]1[CH:19]=CC=[C:16]([OH:20])[CH:15]=1)CCC.C(OC1C=C(C=CC=1C(C)(C)C)CBr)(=O)C.[CH2:51]([O:58][C:59]1[CH:60]=[C:61]([CH:64]=[CH:65][CH:66]=1)[CH2:62]Br)[C:52]1[CH:57]=[CH:56][CH:55]=[CH:54][CH:53]=1. Product: [CH:14]([C@@H:15]([CH2:62][C:61]1[CH:64]=[CH:65][CH:66]=[C:59]([O:58][CH2:51][C:52]2[CH:57]=[CH:56][CH:55]=[CH:54][CH:53]=2)[CH:60]=1)[CH2:16][OH:20])([CH3:19])[CH3:13]. The catalyst class is: 665. (6) Reactant: C(OC(=O)[NH:10][C@@H:11]1[C:14](=[O:15])[NH:13][C@@H:12]1[CH2:16][N:17]1[N:21]=[N:20][C:19]([CH3:22])=[N:18]1)C1C=CC=CC=1. Product: [NH2:10][C@H:11]1[C@@H:12]([CH2:16][N:17]2[N:21]=[N:20][C:19]([CH3:22])=[N:18]2)[NH:13][C:14]1=[O:15]. The catalyst class is: 582. (7) Reactant: [CH2:1]([O:8][C:9]1[CH:14]=[CH:13][N:12]([C:15]2[CH:16]=[CH:17][C:18]3[C:19]4[CH2:28][NH:27][CH2:26][CH2:25][C:20]=4[N:21]([CH3:24])[C:22]=3[CH:23]=2)[C:11](=[O:29])[CH:10]=1)[C:2]1[CH:7]=[CH:6][CH:5]=[CH:4][CH:3]=1.C(N(CC)CC)C.[C:37](Cl)(=[O:39])[CH3:38]. Product: [C:37]([N:27]1[CH2:26][CH2:25][C:20]2[N:21]([CH3:24])[C:22]3[CH:23]=[C:15]([N:12]4[CH:13]=[CH:14][C:9]([O:8][CH2:1][C:2]5[CH:3]=[CH:4][CH:5]=[CH:6][CH:7]=5)=[CH:10][C:11]4=[O:29])[CH:16]=[CH:17][C:18]=3[C:19]=2[CH2:28]1)(=[O:39])[CH3:38]. The catalyst class is: 2.